Dataset: HIV replication inhibition screening data with 41,000+ compounds from the AIDS Antiviral Screen. Task: Binary Classification. Given a drug SMILES string, predict its activity (active/inactive) in a high-throughput screening assay against a specified biological target. (1) The molecule is O=C(O)C12CCCCC1CCCC2. The result is 0 (inactive). (2) The molecule is N#Cc1c(N)n(-c2nc3ccccc3s2)c(=O)c2cc([N+](=O)[O-])ccc12. The result is 0 (inactive). (3) The molecule is C.N=C1CSC2=NC3=C(CCCC3=Cc3ccccc3)C(c3ccccc3)N12. The result is 0 (inactive). (4) The molecule is Nc1nc2c3c(ncn3CC(O)CO2)n1. The result is 0 (inactive). (5) The compound is CCc1n[nH]c(=O)n1-n1c(C)ccc1C. The result is 0 (inactive).